This data is from Full USPTO retrosynthesis dataset with 1.9M reactions from patents (1976-2016). The task is: Predict the reactants needed to synthesize the given product. Given the product [Cl:1][C:2]1[CH:3]=[CH:4][C:5]([C:8]([C:19]2[CH:20]=[CH:21][C:22]([NH2:25])=[CH:23][CH:24]=2)([N:13]2[CH:17]=[C:16]([Cl:18])[CH:15]=[N:14]2)[C:9]([F:12])([F:10])[F:11])=[CH:6][CH:7]=1, predict the reactants needed to synthesize it. The reactants are: [Cl:1][C:2]1[CH:7]=[CH:6][C:5]([C:8]([C:19]2[CH:24]=[CH:23][C:22]([NH:25]C(=O)OC(C)(C)C)=[CH:21][CH:20]=2)([N:13]2[CH:17]=[C:16]([Cl:18])[CH:15]=[N:14]2)[C:9]([F:12])([F:11])[F:10])=[CH:4][CH:3]=1.Cl.